From a dataset of Reaction yield outcomes from USPTO patents with 853,638 reactions. Predict the reaction yield, written as a fraction of the theoretical maximum amount of product (1.0 means a 100% yield; for example, 0.34 means a 34% yield). (1) The reactants are Cl[CH2:2][CH2:3][O:4][C:5]1[CH:6]=[C:7]([C:11]2[CH:12]=[N:13][CH:14]=[C:15]([C:18]=2[NH:19][C:20]2[CH:25]=[C:24]([O:26][CH3:27])[C:23]([Cl:28])=[CH:22][C:21]=2[Cl:29])[C:16]#[N:17])[CH:8]=[CH:9][CH:10]=1.[NH:30]1[CH2:34][CH2:33][CH2:32][CH2:31]1.O. The catalyst is CCO. The product is [Cl:29][C:21]1[CH:22]=[C:23]([Cl:28])[C:24]([O:26][CH3:27])=[CH:25][C:20]=1[NH:19][C:18]1[C:15]([C:16]#[N:17])=[CH:14][N:13]=[CH:12][C:11]=1[C:7]1[CH:8]=[CH:9][CH:10]=[C:5]([O:4][CH2:3][CH2:2][N:30]2[CH2:34][CH2:33][CH2:32][CH2:31]2)[CH:6]=1. The yield is 0.210. (2) The reactants are [F-].C([N+](CCCC)(CCCC)CCCC)CCC.[Cl:19][C:20]1[CH:21]=[CH:22][C:23]([CH:44]=[O:45])=[C:24]2[C:28]=1[N:27]=[C:26]1[N:29]([C:33]3[C:34]([CH2:42][CH3:43])=[N:35][C:36]([CH3:41])=[N:37][C:38]=3[CH2:39][CH3:40])[CH2:30][CH2:31][CH2:32][N:25]21.C[Si](C)(C)[C:48]([F:51])([F:50])[F:49].Cl.C(=O)([O-])O.[Na+]. The catalyst is O1CCCC1. The product is [Cl:19][C:20]1[C:28]2[N:27]=[C:26]3[N:29]([C:33]4[C:34]([CH2:42][CH3:43])=[N:35][C:36]([CH3:41])=[N:37][C:38]=4[CH2:39][CH3:40])[CH2:30][CH2:31][CH2:32][N:25]3[C:24]=2[C:23]([CH:44]([OH:45])[C:48]([F:51])([F:50])[F:49])=[CH:22][CH:21]=1. The yield is 0.960. (3) The reactants are Br[C:2]1[CH:7]=[CH:6][N:5]=[C:4]([C:8]2[CH:13]=[CH:12][CH:11]=[CH:10][CH:9]=2)[CH:3]=1.C([Li])CCC.Cl[Si:20]([CH:27]([CH3:29])[CH3:28])([CH:24]([CH3:26])[CH3:25])[CH:21]([CH3:23])[CH3:22]. The catalyst is C1COCC1. The product is [C:8]1([C:4]2[CH:3]=[C:2]([Si:20]([CH:27]([CH3:29])[CH3:28])([CH:24]([CH3:26])[CH3:25])[CH:21]([CH3:23])[CH3:22])[CH:7]=[CH:6][N:5]=2)[CH:13]=[CH:12][CH:11]=[CH:10][CH:9]=1. The yield is 0.690.